From a dataset of Full USPTO retrosynthesis dataset with 1.9M reactions from patents (1976-2016). Predict the reactants needed to synthesize the given product. (1) Given the product [CH2:18]([N:20]([CH2:21][CH3:22])[C:15]([C:11]1[CH:12]=[N:13][O:14][C:10]=1[C:7]1[CH:6]=[CH:5][C:4]([N+:1]([O-:3])=[O:2])=[CH:9][CH:8]=1)=[O:17])[CH3:19], predict the reactants needed to synthesize it. The reactants are: [N+:1]([C:4]1[CH:9]=[CH:8][C:7]([C:10]2[O:14][N:13]=[CH:12][C:11]=2[C:15]([OH:17])=O)=[CH:6][CH:5]=1)([O-:3])=[O:2].[CH2:18]([NH:20][CH2:21][CH3:22])[CH3:19]. (2) Given the product [CH2:12]([CH:14]1[CH2:19][CH2:18][N:17]([C:29]([O:31][C:32]([CH3:35])([CH3:34])[CH3:33])=[O:30])[CH2:16][CH2:15]1)[C:6]1[CH:11]=[CH:10][CH:9]=[CH:8][CH:7]=1, predict the reactants needed to synthesize it. The reactants are: NC(N)=O.Cl.[C:6]1([C:12]([CH:14]2[CH2:19][CH2:18][NH:17][CH2:16][CH2:15]2)=O)[CH:11]=[CH:10][CH:9]=[CH:8][CH:7]=1.CCN(C(C)C)C(C)C.[C:29](O[C:29]([O:31][C:32]([CH3:35])([CH3:34])[CH3:33])=[O:30])([O:31][C:32]([CH3:35])([CH3:34])[CH3:33])=[O:30]. (3) Given the product [CH2:36]([O:35][C:33](=[O:34])[CH2:32][N:23]1[CH2:22][CH2:21][C:20]2[C:25](=[CH:26][CH:27]=[CH:28][C:19]=2[C:16]2[N:15]=[C:14]([C:10]3[CH:9]=[C:8]4[C:13](=[CH:12][CH:11]=3)[N:5]([CH:2]([CH3:4])[CH3:3])[CH:6]=[C:7]4[C:29]#[N:30])[O:18][N:17]=2)[CH2:24]1)[CH3:37], predict the reactants needed to synthesize it. The reactants are: Cl.[CH:2]([N:5]1[C:13]2[C:8](=[CH:9][C:10]([C:14]3[O:18][N:17]=[C:16]([C:19]4[CH:28]=[CH:27][CH:26]=[C:25]5[C:20]=4[CH2:21][CH2:22][NH:23][CH2:24]5)[N:15]=3)=[CH:11][CH:12]=2)[C:7]([C:29]#[N:30])=[CH:6]1)([CH3:4])[CH3:3].Br[CH2:32][C:33]([O:35][CH2:36][CH3:37])=[O:34]. (4) Given the product [C:1]([C:5]1[CH:6]=[C:7]([NH:17][C:36]([C:32]2[C:33]3[C:28](=[CH:27][C:26]([O:25][C:21]4[CH:20]=[C:19]([Cl:18])[N:24]=[CH:23][N:22]=4)=[CH:35][CH:34]=3)[CH:29]=[CH:30][CH:31]=2)=[O:37])[N:8]([C:10]2[CH:11]=[CH:12][C:13]([F:16])=[CH:14][CH:15]=2)[N:9]=1)([CH3:4])([CH3:2])[CH3:3], predict the reactants needed to synthesize it. The reactants are: [C:1]([C:5]1[CH:6]=[C:7]([NH2:17])[N:8]([C:10]2[CH:15]=[CH:14][C:13]([F:16])=[CH:12][CH:11]=2)[N:9]=1)([CH3:4])([CH3:3])[CH3:2].[Cl:18][C:19]1[N:24]=[CH:23][N:22]=[C:21]([O:25][C:26]2[CH:27]=[C:28]3[C:33](=[CH:34][CH:35]=2)[C:32]([C:36](Cl)=[O:37])=[CH:31][CH:30]=[CH:29]3)[CH:20]=1.N1C=CC=CC=1. (5) Given the product [CH2:23]([N:11]([S:12]([C:15]1[CH:16]=[CH:17][C:18]([O:21][CH3:22])=[CH:19][CH:20]=1)(=[O:14])=[O:13])[C@H:10]([C:9]([OH:8])=[O:42])[CH2:27][CH2:28][CH2:29][CH2:30][NH:31][C:32]([O:34][CH2:35][CH:54]1[C:55]2[CH:43]=[CH:44][CH:45]=[CH:46][C:47]=2[C:48]2[C:53]1=[CH:52][CH:51]=[CH:50][CH:49]=2)=[O:33])[CH:24]([CH3:26])[CH3:25], predict the reactants needed to synthesize it. The reactants are: C([O:8][C:9](=[O:42])[C@H:10]([CH2:27][CH2:28][CH2:29][CH2:30][NH:31][C:32]([O:34][CH2:35]C1C=CC=CC=1)=[O:33])[N:11]([CH2:23][CH:24]([CH3:26])[CH3:25])[S:12]([C:15]1[CH:20]=[CH:19][C:18]([O:21][CH3:22])=[CH:17][CH:16]=1)(=[O:14])=[O:13])C1C=CC=CC=1.[CH:43]1[C:55]2[CH:54](COC(ON3C(=O)CCC3=O)=O)[C:53]3[C:48](=[CH:49][CH:50]=[CH:51][CH:52]=3)[C:47]=2[CH:46]=[CH:45][CH:44]=1. (6) Given the product [Cl:8][C:4]1[C:5]([Cl:7])=[CH:6][CH:1]=[CH:2][C:3]=1[N:9]1[CH2:14][CH2:13][N:12]([CH2:15][CH2:16][CH2:17][CH2:18][O:19][C:20]2[CH:25]=[C:24]3[C:23]([CH2:30][CH2:29][C:27](=[O:28])[N:26]3[C:33]([O:34][CH:35]([Cl:42])[C:36]3[CH:37]=[CH:38][CH:39]=[CH:40][CH:41]=3)=[O:43])=[CH:22][CH:21]=2)[CH2:11][CH2:10]1, predict the reactants needed to synthesize it. The reactants are: [CH:1]1[CH:2]=[C:3]([N:9]2[CH2:14][CH2:13][N:12]([CH2:15][CH2:16][CH2:17][CH2:18][O:19][C:20]3[CH:21]=[CH:22][C:23]4[CH2:30][CH2:29][C:27](=[O:28])[NH:26][C:24]=4[CH:25]=3)[CH2:11][CH2:10]2)[C:4]([Cl:8])=[C:5]([Cl:7])[CH:6]=1.[H-].[Na+].[C:33](Cl)(=[O:43])[O:34][CH:35]([Cl:42])[C:36]1[CH:41]=[CH:40][CH:39]=[CH:38][CH:37]=1. (7) Given the product [C:18]([O:22][C:23](=[O:24])[NH:25][CH2:26][C:27]1[S:31][C:30]([C:2]2[C:3]3[C:4]4[CH:17]=[CH:16][S:15][C:5]=4[C:6](=[O:14])[NH:7][C:8]=3[CH:9]=[CH:10][C:11]=2[O:12][CH3:13])=[CH:29][CH:28]=1)([CH3:21])([CH3:19])[CH3:20], predict the reactants needed to synthesize it. The reactants are: Br[C:2]1[C:3]2[C:4]3[CH:17]=[CH:16][S:15][C:5]=3[C:6](=[O:14])[NH:7][C:8]=2[CH:9]=[CH:10][C:11]=1[O:12][CH3:13].[C:18]([O:22][C:23]([NH:25][CH2:26][C:27]1[S:31][C:30](B(O)O)=[CH:29][CH:28]=1)=[O:24])([CH3:21])([CH3:20])[CH3:19].